Task: Predict the product of the given reaction.. Dataset: Forward reaction prediction with 1.9M reactions from USPTO patents (1976-2016) Given the reactants O=[C:2]1[CH2:7][CH2:6][N:5]([C:8]2[CH:13]=[CH:12][C:11]([NH:14][S:15]([C:18]3[CH:19]=[N:20][CH:21]=[CH:22][CH:23]=3)(=[O:17])=[O:16])=[CH:10][CH:9]=2)[CH2:4][CH2:3]1.[NH2:24][CH2:25][C@@H:26]([C:28]1[CH:29]=[CH:30][C:31]([OH:39])=[C:32]([NH:34][S:35]([CH3:38])(=[O:37])=[O:36])[CH:33]=1)[OH:27].C(O[BH-](OC(=O)C)OC(=O)C)(=O)C.[Na+].O, predict the reaction product. The product is: [OH:27][C@H:26]([C:28]1[CH:29]=[CH:30][C:31]([OH:39])=[C:32]([NH:34][S:35]([CH3:38])(=[O:37])=[O:36])[CH:33]=1)[CH2:25][NH:24][CH:2]1[CH2:7][CH2:6][N:5]([C:8]2[CH:9]=[CH:10][C:11]([NH:14][S:15]([C:18]3[CH:19]=[N:20][CH:21]=[CH:22][CH:23]=3)(=[O:17])=[O:16])=[CH:12][CH:13]=2)[CH2:4][CH2:3]1.